This data is from Forward reaction prediction with 1.9M reactions from USPTO patents (1976-2016). The task is: Predict the product of the given reaction. (1) The product is: [OH:1][CH2:2][CH2:3][NH:8][C:9](=[O:36])[C:10]1[CH:15]=[CH:14][CH:13]=[C:12]([N:16]2[CH2:21][CH2:20][N:19]([C:22]([C:24]3[N:25]([C:30]4[CH:31]=[CH:32][CH:33]=[CH:34][CH:35]=4)[N:26]=[C:27]([CH3:29])[CH:28]=3)=[O:23])[CH2:18][CH2:17]2)[CH:11]=1. Given the reactants [OH:1][CH2:2][CH:3]([NH:8][C:9](=[O:36])[C:10]1[CH:15]=[CH:14][CH:13]=[C:12]([N:16]2[CH2:21][CH2:20][N:19]([C:22]([C:24]3[N:25]([C:30]4[CH:35]=[CH:34][CH:33]=[CH:32][CH:31]=4)[N:26]=[C:27]([CH3:29])[CH:28]=3)=[O:23])[CH2:18][CH2:17]2)[CH:11]=1)C(OC)=O.C(CN)O, predict the reaction product. (2) Given the reactants [Cl-].CC(C)([O-])C.[K+].[CH:8]([CH:10]1[CH2:15][CH2:14][CH:13]([CH:16]2[CH2:21][CH2:20][CH:19]([CH:22]=O)[CH2:18][CH2:17]2)[CH2:12][CH2:11]1)=[CH2:9].O.C1[CH2:29][O:28][CH2:27]C1, predict the reaction product. The product is: [CH3:27][O:28][CH:29]=[CH:22][CH:19]1[CH2:18][CH2:17][CH:16]([CH:13]2[CH2:12][CH2:11][CH:10]([CH:8]=[CH2:9])[CH2:15][CH2:14]2)[CH2:21][CH2:20]1. (3) Given the reactants FC(F)(F)C([O-])=[O:4].FC1C=CC(C2C(C[P+](CCCC)(CCCC)CCCC)=C(C(C)C)N=C(N(C)S(C)(=O)=O)N=2)=CC=1.C[Si](C)(C)N[Si](C)(C)C.[Na].[Si:54]([O:61][C@H:62]1[CH2:67][C:66](=[O:68])[O:65][C@H:64]([CH:69]=[O:70])[CH2:63]1)([C:57]([CH3:60])([CH3:59])[CH3:58])([CH3:56])[CH3:55], predict the reaction product. The product is: [Si:54]([O:61][C@@H:62]1[CH2:63][C@@H:64]([CH:69]([OH:4])[OH:70])[O:65][C:66](=[O:68])[CH2:67]1)([C:57]([CH3:60])([CH3:59])[CH3:58])([CH3:56])[CH3:55]. (4) Given the reactants C([O:3][C:4](=[O:39])[CH2:5][NH:6][CH2:7][C@H:8]([OH:38])[CH2:9][O:10][C:11]1[C:16]([CH3:17])=[CH:15][C:14]([C:18]2[N:22]=[C:21]([C:23]3[CH:28]=[C:27]([O:29][CH3:30])[N:26]=[C:25]([CH:31]4[CH2:35][CH2:34][CH2:33][CH2:32]4)[CH:24]=3)[O:20][N:19]=2)=[CH:13][C:12]=1[CH2:36][CH3:37])C, predict the reaction product. The product is: [CH:31]1([C:25]2[CH:24]=[C:23]([C:21]3[O:20][N:19]=[C:18]([C:14]4[CH:15]=[C:16]([CH3:17])[C:11]([O:10][CH2:9][C@@H:8]([OH:38])[CH2:7][NH:6][CH2:5][C:4]([OH:39])=[O:3])=[C:12]([CH2:36][CH3:37])[CH:13]=4)[N:22]=3)[CH:28]=[C:27]([O:29][CH3:30])[N:26]=2)[CH2:32][CH2:33][CH2:34][CH2:35]1. (5) Given the reactants [Br:1][C:2]1[C:3]([OH:13])=[C:4]([C:10](=[O:12])[CH3:11])[C:5]([O:8][CH3:9])=[CH:6][CH:7]=1.[CH3:14][C:15]([Si:18](Cl)([CH3:20])[CH3:19])([CH3:17])[CH3:16], predict the reaction product. The product is: [Br:1][C:2]1[C:3]([O:13][Si:18]([C:15]([CH3:17])([CH3:16])[CH3:14])([CH3:20])[CH3:19])=[C:4]([C:10](=[O:12])[CH3:11])[C:5]([O:8][CH3:9])=[CH:6][CH:7]=1. (6) Given the reactants [H-].C([Al+]CC(C)C)C(C)C.C1(C)C=CC=CC=1.[C:18]([C:20]1[S:24][CH:23]=[N:22][C:21]=1[C:25](OC)=[O:26])#[CH:19].Cl, predict the reaction product. The product is: [C:18]([C:20]1[S:24][CH:23]=[N:22][C:21]=1[CH2:25][OH:26])#[CH:19]. (7) The product is: [CH3:29][C:28]1[CH:27]=[CH:26][C:10]([CH2:11][N:12]2[CH2:17][CH2:16][NH:15][CH2:14][C@@H:13]2[CH3:25])=[CH:9][C:8]=1[C:6]1[CH:5]=[CH:4][N:3]=[C:2]([NH:30][CH2:31][CH2:32][C:33]2[CH:38]=[CH:37][C:36]([OH:39])=[CH:35][CH:34]=2)[N:7]=1. Given the reactants Cl[C:2]1[N:7]=[C:6]([C:8]2[CH:9]=[C:10]([CH:26]=[CH:27][C:28]=2[CH3:29])[CH2:11][N:12]2[CH2:17][CH2:16][N:15](C(OC(C)(C)C)=O)[CH2:14][C@@H:13]2[CH3:25])[CH:5]=[CH:4][N:3]=1.[NH2:30][CH2:31][CH2:32][C:33]1[CH:38]=[CH:37][C:36]([OH:39])=[CH:35][CH:34]=1, predict the reaction product. (8) The product is: [CH2:1]([C:5]1([CH2:31][CH2:32][CH2:33][CH3:34])[C:14]2[C:9](=[CH:10][C:11]([F:15])=[CH:12][CH:13]=2)[C:8]([OH:16])=[C:7]([C:17]2[NH:22][C:21]3[CH:23]=[CH:24][C:25]([CH:36]=[CH2:37])=[CH:26][C:20]=3[S:19](=[O:29])(=[O:28])[N:18]=2)[C:6]1=[O:30])[CH2:2][CH2:3][CH3:4]. Given the reactants [CH2:1]([C:5]1([CH2:31][CH2:32][CH2:33][CH3:34])[C:14]2[C:9](=[CH:10][C:11]([F:15])=[CH:12][CH:13]=2)[C:8]([OH:16])=[C:7]([C:17]2[NH:22][C:21]3[CH:23]=[CH:24][C:25](I)=[CH:26][C:20]=3[S:19](=[O:29])(=[O:28])[N:18]=2)[C:6]1=[O:30])[CH2:2][CH2:3][CH3:4].O1C=C[CH:37]=[C:36]1P(C1OC=CC=1)C1OC=CC=1.C([Sn](CCCC)(CCCC)CCCC)=C.[F-].[K+], predict the reaction product. (9) Given the reactants [CH2:1]([CH:8]1[CH2:13][CH2:12][CH:11]([C:14]([O:16]CC)=O)[CH2:10][CH2:9]1)[C:2]1[CH:7]=[CH:6][CH:5]=[CH:4][CH:3]=1.[CH3:19][O:20][C:21]1[CH:27]=[CH:26][C:24]([NH2:25])=[CH:23][CH:22]=1, predict the reaction product. The product is: [CH2:1]([C@@H:8]1[CH2:9][CH2:10][C@H:11]([C:14]([NH:25][C:24]2[CH:26]=[CH:27][C:21]([O:20][CH3:19])=[CH:22][CH:23]=2)=[O:16])[CH2:12][CH2:13]1)[C:2]1[CH:3]=[CH:4][CH:5]=[CH:6][CH:7]=1.